Dataset: Catalyst prediction with 721,799 reactions and 888 catalyst types from USPTO. Task: Predict which catalyst facilitates the given reaction. The catalyst class is: 2. Reactant: [C:1]1([CH3:17])[CH:6]=[CH:5][C:4]([S:7]([N:10]2[CH:14]=[CH:13][N:12]=[C:11]2[CH2:15]O)(=[O:9])=[O:8])=[CH:3][CH:2]=1.C(Br)(Br)(Br)[Br:19].C1(P(C2C=CC=CC=2)C2C=CC=CC=2)C=CC=CC=1. Product: [Br:19][CH2:15][C:11]1[N:10]([S:7]([C:4]2[CH:5]=[CH:6][C:1]([CH3:17])=[CH:2][CH:3]=2)(=[O:9])=[O:8])[CH:14]=[CH:13][N:12]=1.